Dataset: Forward reaction prediction with 1.9M reactions from USPTO patents (1976-2016). Task: Predict the product of the given reaction. Given the reactants [CH3:1][N:2]1[C:10]([CH:11]=O)=[N:9][C:8]2[C:3]1=[N:4][C:5]([N:19]1[C:23]3[CH:24]=[CH:25][CH:26]=[CH:27][C:22]=3[N:21]=[C:20]1[CH3:28])=[N:6][C:7]=2[N:13]1[CH2:18][CH2:17][O:16][CH2:15][CH2:14]1.[CH3:29][N:30]([CH3:39])[C:31]([CH:33]1[CH2:38][CH2:37][NH:36][CH2:35][CH2:34]1)=[O:32].C(O[BH-](OC(=O)C)OC(=O)C)(=O)C.[Na+], predict the reaction product. The product is: [CH3:29][N:30]([CH3:39])[C:31]([CH:33]1[CH2:34][CH2:35][N:36]([CH2:11][C:10]2[N:2]([CH3:1])[C:3]3[C:8]([N:9]=2)=[C:7]([N:13]2[CH2:14][CH2:15][O:16][CH2:17][CH2:18]2)[N:6]=[C:5]([N:19]2[C:23]4[CH:24]=[CH:25][CH:26]=[CH:27][C:22]=4[N:21]=[C:20]2[CH3:28])[N:4]=3)[CH2:37][CH2:38]1)=[O:32].